From a dataset of Full USPTO retrosynthesis dataset with 1.9M reactions from patents (1976-2016). Predict the reactants needed to synthesize the given product. Given the product [Cl:44][C:7]1[CH:6]=[CH:5][C:4]([C:8]2[CH:13]=[CH:12][C:11]([NH2:14])=[CH:10][C:9]=2[C:40]([F:43])([F:42])[F:41])=[CH:3][CH:2]=1, predict the reactants needed to synthesize it. The reactants are: Cl[C:2]1[CH:3]=[C:4]([C:8]2[CH:13]=[CH:12][C:11]([NH:14]C(NC3C=CC(OC4C=CN=C(NCCCCN(C)C)N=4)=CC=3C)=O)=[CH:10][C:9]=2[C:40]([F:43])([F:42])[F:41])[CH:5]=[CH:6][CH:7]=1.[Cl:44]C1C=CC(B(O)O)=CC=1.